Dataset: Full USPTO retrosynthesis dataset with 1.9M reactions from patents (1976-2016). Task: Predict the reactants needed to synthesize the given product. (1) Given the product [CH3:2][C:1]1[S:3][C:8]([C:9]([O:11][CH2:12][CH3:13])=[O:10])=[C:7]([C:6]([F:5])([F:17])[F:16])[N:4]=1, predict the reactants needed to synthesize it. The reactants are: [C:1]([NH2:4])(=[S:3])[CH3:2].[F:5][C:6]([F:17])([F:16])[C:7](=O)[CH:8](Cl)[C:9]([O:11][CH2:12][CH3:13])=[O:10].C(N(CC)CC)C.N1C=CC=CC=1C.FC(F)(F)C(OC(=O)C(F)(F)F)=O. (2) The reactants are: [Cl:1][C:2]1[N:6]([CH2:7][CH3:8])[N:5]=[CH:4][C:3]=1[NH:9][C:10]1[N:11]=[C:12]([O:37][CH:38]2[CH2:42][CH2:41][CH2:40][CH2:39]2)[C:13]2[C:18]([C:19]3[CH:28]=[CH:27][C:22]4[N:23]=[C:24]([CH3:26])[O:25][C:21]=4[CH:20]=3)=[CH:17][N:16](COCC[Si](C)(C)C)[C:14]=2[N:15]=1.C(=O)([O-])[O-].[Cs+].[Cs+]. Given the product [Cl:1][C:2]1[N:6]([CH2:7][CH3:8])[N:5]=[CH:4][C:3]=1[NH:9][C:10]1[N:11]=[C:12]([O:37][CH:38]2[CH2:42][CH2:41][CH2:40][CH2:39]2)[C:13]2[C:18]([C:19]3[CH:28]=[CH:27][C:22]4[N:23]=[C:24]([CH3:26])[O:25][C:21]=4[CH:20]=3)=[CH:17][NH:16][C:14]=2[N:15]=1, predict the reactants needed to synthesize it.